Dataset: Full USPTO retrosynthesis dataset with 1.9M reactions from patents (1976-2016). Task: Predict the reactants needed to synthesize the given product. (1) The reactants are: Br[C:2]1[CH:3]=[CH:4][C:5]([NH2:10])=[N:6][C:7]=1[O:8][CH3:9].[CH3:11][C:12]1[N:13]=[CH:14][NH:15][CH:16]=1.C(=O)([O-])[O-].[Cs+].[Cs+]. Given the product [CH3:9][O:8][C:7]1[N:6]=[C:5]([NH2:10])[CH:4]=[CH:3][C:2]=1[N:15]1[CH:16]=[C:12]([CH3:11])[N:13]=[CH:14]1, predict the reactants needed to synthesize it. (2) Given the product [C:12]([O:15][CH:16]([CH2:21][O:22][S:23]([C:26]1[CH:32]=[CH:31][C:29]([CH3:30])=[CH:28][CH:27]=1)(=[O:25])=[O:24])[CH2:17][N:18]1[CH:11]=[C:10]([CH2:9][N:5]2[CH:6]=[CH:7][N:8]=[C:4]2[N+:1]([O-:3])=[O:2])[N:20]=[N:19]1)(=[O:14])[CH3:13], predict the reactants needed to synthesize it. The reactants are: [N+:1]([C:4]1[N:5]([CH2:9][C:10]#[CH:11])[CH:6]=[CH:7][N:8]=1)([O-:3])=[O:2].[C:12]([O:15][CH:16]([CH2:21][O:22][S:23]([C:26]1[CH:32]=[CH:31][C:29]([CH3:30])=[CH:28][CH:27]=1)(=[O:25])=[O:24])[CH2:17][N:18]=[N+:19]=[N-:20])(=[O:14])[CH3:13].CCN(C(C)C)C(C)C. (3) Given the product [CH3:33][C:8]1[CH:9]=[C:10]([O:13][C:14]2[CH:19]=[CH:18][C:17]([CH3:20])=[C:16]([O:21][C:22]3[CH:27]=[CH:26][C:25]([C:28]([F:30])([F:29])[F:31])=[CH:24][C:23]=3[O:41][C:35]3[CH:40]=[CH:39][CH:38]=[CH:37][CH:36]=3)[CH:15]=2)[CH:11]=[CH:12][C:7]=1[CH2:6][CH2:5][C:4]([OH:3])=[O:34], predict the reactants needed to synthesize it. The reactants are: C([O:3][C:4](=[O:34])[CH2:5][CH2:6][C:7]1[CH:12]=[CH:11][C:10]([O:13][C:14]2[CH:19]=[CH:18][C:17]([CH3:20])=[C:16]([O:21][C:22]3[CH:27]=[CH:26][C:25]([C:28]([F:31])([F:30])[F:29])=[CH:24][C:23]=3Br)[CH:15]=2)=[CH:9][C:8]=1[CH3:33])C.[C:35]1([OH:41])[CH:40]=[CH:39][CH:38]=[CH:37][CH:36]=1. (4) Given the product [Br:1][C:2]1[CH:12]=[CH:11][C:5]2[O:6][CH2:7][CH2:8][NH:9][C:4]=2[CH:3]=1, predict the reactants needed to synthesize it. The reactants are: [Br:1][C:2]1[CH:12]=[CH:11][C:5]2[O:6][CH2:7][C:8](=O)[NH:9][C:4]=2[CH:3]=1.[H-].[H-].[H-].[H-].[Li+].[Al+3]. (5) Given the product [C@@H:1]1([N:10]2[C:19]3[N:18]=[CH:17][N:16]=[C:14]([NH2:36])[C:13]=3[N:12]=[CH:11]2)[O:9][C@H:6]([CH2:7][OH:8])[C@@H:4]([OH:5])[C@H:2]1[OH:3], predict the reactants needed to synthesize it. The reactants are: [C@@H:1]1([N:10]2[C:19]3[N:18]=[CH:17][N:16]=[C:14](O)[C:13]=3[N:12]=[CH:11]2)[O:9][C@H:6]([CH2:7][OH:8])[C@@H:4]([OH:5])[C@H:2]1[OH:3].[Cl-].[Na+].[Cl-].[K+].[Cl-].[Ca+2].[Cl-].[Cl-].[Mg+2].[Cl-].C(O)C([NH2:36])(CO)CO.O=C[C@@H]([C@H]([C@@H]([C@@H](CO)O)O)O)O.C1C(CSC2C3N=CN([C@@H]4O[C@H](CO)[C@@H](O)[C@H]4O)C=3N=CN=2)=CC=C([N+]([O-])=O)C=1.